From a dataset of Catalyst prediction with 721,799 reactions and 888 catalyst types from USPTO. Predict which catalyst facilitates the given reaction. (1) Reactant: CS(C)=O.[CH3:5][N:6]([CH3:12])[C@H:7]1[CH2:11][CH2:10][NH:9][CH2:8]1.[C:13]([N:16]1[CH2:21][CH2:20][N:19]([C:22]([C:24]2[O:25][C:26]3[C:27](=[C:29](C#N)[C:30]([CH3:40])=[C:31]([C:34]4[CH:39]=[CH:38][CH:37]=[CH:36][CH:35]=4)[C:32]=3F)[N:28]=2)=[O:23])[CH2:18][CH2:17]1)(=[O:15])[CH3:14].[CH2:43]([N:45](CC)CC)C. Product: [C:13]([N:16]1[CH2:21][CH2:20][N:19]([C:22]([C:24]2([C:43]#[N:45])[NH:28][C:27]3[CH:29]=[C:30]([CH3:40])[C:31]([C:34]4[CH:39]=[CH:38][CH:37]=[CH:36][CH:35]=4)=[C:32]([N:9]4[CH2:10][CH2:11][C@H:7]([N:6]([CH3:12])[CH3:5])[CH2:8]4)[C:26]=3[O:25]2)=[O:23])[CH2:18][CH2:17]1)(=[O:15])[CH3:14]. The catalyst class is: 170. (2) Reactant: [BH4-].[Na+].C([O:5][C:6](=O)[CH:7]([NH:11][CH:12]1[CH2:14][CH2:13]1)[CH:8]([CH3:10])[CH3:9])C.II.[H][H]. Product: [CH:12]1([NH:11][CH:7]([CH:8]([CH3:10])[CH3:9])[CH2:6][OH:5])[CH2:14][CH2:13]1. The catalyst class is: 36. (3) Reactant: C[C:2]1[N:3]=[CH:4][C:5]([N:9]2[C@@H:16]3[C@@H:11]([CH2:12][CH2:13][NH:14][CH2:15]3)[CH2:10]2)=[N:6][C:7]=1C.[CH3:17]C1C=C(C)N=C(N2[C@@H]3[C@@H](CCNC3)C2)N=1.[N:33]1[N:34]([C:38]2[CH:46]=[CH:45][CH:44]=[CH:43][C:39]=2[C:40](O)=[O:41])[N:35]=[CH:36][CH:37]=1.S1C=CC=C1C1C=CC=CC=1C(O)=O. Product: [CH3:17][C:4]1[C:5]([N:9]2[C@@H:16]3[C@@H:11]([CH2:12][CH2:13][N:14]([C:40]([C:39]4[CH:43]=[CH:44][CH:45]=[CH:46][C:38]=4[N:34]4[N:35]=[CH:36][CH:37]=[N:33]4)=[O:41])[CH2:15]3)[CH2:10]2)=[N:6][CH:7]=[CH:2][N:3]=1. The catalyst class is: 2. (4) Product: [N:31]1[C:40]2[C:35](=[CH:36][CH:37]=[CH:38][CH:39]=2)[C:34]([C:41]([NH:1][C:2]2[CH:3]=[CH:4][C:5]([CH2:6][C@@H:7]([C:26]([OH:28])=[O:27])[NH2:8])=[CH:29][CH:30]=2)=[O:42])=[CH:33][CH:32]=1. Reactant: [NH2:1][C:2]1[CH:30]=[CH:29][C:5]([CH2:6][C@@H:7]([C:26]([OH:28])=[O:27])[NH:8]C(OCC2C3C=CC=CC=3C3C2=CC=CC=3)=O)=[CH:4][CH:3]=1.[N:31]1[C:40]2[C:35](=[CH:36][CH:37]=[CH:38][CH:39]=2)[C:34]([C:41](O)=[O:42])=[CH:33][CH:32]=1.F[P-](F)(F)(F)(F)F.N1(O[P+](N(C)C)(N(C)C)N(C)C)C2C=CC=CC=2N=N1.C(N(C(C)C)CC)(C)C. The catalyst class is: 60.